Task: Predict the reactants needed to synthesize the given product.. Dataset: Full USPTO retrosynthesis dataset with 1.9M reactions from patents (1976-2016) (1) Given the product [Cl:1][C:2]1[CH:3]=[CH:4][C:5]([C:8]2[N:23]=[C:21]([SH:22])[C:20]([C:18]#[N:19])=[CH:10][CH:9]=2)=[CH:6][CH:7]=1, predict the reactants needed to synthesize it. The reactants are: [Cl:1][C:2]1[CH:7]=[CH:6][C:5]([C:8](=O)[CH:9]=[CH:10]N(C)C)=[CH:4][CH:3]=1.CCO.[C:18]([CH2:20][C:21]([NH2:23])=[S:22])#[N:19].CC(O)=O. (2) Given the product [Cl:21][C:22]1[CH:27]=[CH:26][C:25]([C:2]2[CH:3]=[N:4][CH:5]=[C:6]3[C:11]=2[N:10]=[C:9]([C:12]([NH:14][CH2:15][CH2:16][S:17]([CH3:20])(=[O:19])=[O:18])=[O:13])[CH:8]=[CH:7]3)=[C:24]([F:31])[CH:23]=1, predict the reactants needed to synthesize it. The reactants are: Br[C:2]1[CH:3]=[N:4][CH:5]=[C:6]2[C:11]=1[N:10]=[C:9]([C:12]([NH:14][CH2:15][CH2:16][S:17]([CH3:20])(=[O:19])=[O:18])=[O:13])[CH:8]=[CH:7]2.[Cl:21][C:22]1[CH:27]=[CH:26][C:25](B(O)O)=[C:24]([F:31])[CH:23]=1.C(=O)([O-])[O-].[Cs+].[Cs+]. (3) Given the product [F:56][C:55]([F:58])([F:57])[C:53]([OH:59])=[O:54].[O:1]1[CH2:2][CH2:3][N:4]([C:7]2[C:8]3[N:9]([C:13]([C:28]4[CH:29]=[CH:30][C:31]([N:34]5[CH:38]=[N:37][C:36](=[O:39])[NH:35]5)=[CH:32][CH:33]=4)=[C:14]([CH2:16][CH2:17][C:18]4[CH:27]=[CH:26][C:25]5[C:20](=[CH:21][CH:22]=[CH:23][CH:24]=5)[N:19]=4)[N:15]=3)[N:10]=[CH:11][CH:12]=2)[CH2:5][CH2:6]1, predict the reactants needed to synthesize it. The reactants are: [O:1]1[CH2:6][CH2:5][N:4]([C:7]2[C:8]3[N:9]([C:13]([C:28]4[CH:33]=[CH:32][C:31]([N:34]5[CH:38]=[N:37][C:36](=[O:39])[N:35]5COCC[Si](C)(C)C)=[CH:30][CH:29]=4)=[C:14]([CH2:16][CH2:17][C:18]4[CH:27]=[CH:26][C:25]5[C:20](=[CH:21][CH:22]=[CH:23][CH:24]=5)[N:19]=4)[N:15]=3)[N:10]=[CH:11][CH:12]=2)[CH2:3][CH2:2]1.CCOCC.[C:53]([OH:59])([C:55]([F:58])([F:57])[F:56])=[O:54].C(Cl)Cl.